From a dataset of Forward reaction prediction with 1.9M reactions from USPTO patents (1976-2016). Predict the product of the given reaction. (1) Given the reactants [OH-].[Na+].[Br:3][C:4]1[S:8][C:7]([C:9]([C@H:12]2[CH2:17][CH2:16][C@H:15]([C:18]([O:20]CCCC)=[O:19])[CH2:14][CH2:13]2)([OH:11])[CH3:10])=[N:6][CH:5]=1.Cl.O, predict the reaction product. The product is: [Br:3][C:4]1[S:8][C:7]([C:9]([C@H:12]2[CH2:17][CH2:16][C@H:15]([C:18]([OH:20])=[O:19])[CH2:14][CH2:13]2)([OH:11])[CH3:10])=[N:6][CH:5]=1. (2) Given the reactants [F:1][C:2]([F:47])([F:46])[C:3]1[CH:8]=[CH:7][C:6]([S:9][C:10]2[CH:11]=[C:12]([CH:43]=[CH:44][CH:45]=2)[CH2:13][O:14][C:15]2[CH:20]=[CH:19][C:18]([C@@H:21]([C:38]3[CH:42]=[CH:41][O:40][N:39]=3)[CH2:22]C(N3[C@@H](CC4C=CC=CC=4)COC3=O)=O)=[CH:17][CH:16]=2)=[CH:5][CH:4]=1.[OH:48]O.[Li+].[OH-].Cl.C1[CH2:57][O:56]CC1, predict the reaction product. The product is: [F:1][C:2]([F:47])([F:46])[C:3]1[CH:4]=[CH:5][C:6]([S:9][C:10]2[CH:11]=[C:12]([CH:43]=[CH:44][CH:45]=2)[CH2:13][O:14][C:15]2[CH:20]=[CH:19][C:18]([C@@H:21]([C:38]3[CH:42]=[CH:41][O:40][N:39]=3)[CH2:22][C:57]([OH:56])=[O:48])=[CH:17][CH:16]=2)=[CH:7][CH:8]=1. (3) Given the reactants [CH3:1][NH:2][CH2:3][C:4]1[O:5][C:6]2[CH:13]=[CH:12][CH:11]=[CH:10][C:7]=2[C:8]=1[CH3:9].CNCC1C=CC2C(=CC=CC=2)C=1CCC.[ClH:30].[N:31]1([CH2:37][CH2:38][CH2:39][N:40]2[CH2:46][C:45]3[CH:47]=[C:48](/[CH:51]=[CH:52]/[C:53](O)=[O:54])[CH:49]=[N:50][C:44]=3[NH:43][C:42](=[O:56])[CH2:41]2)[CH2:36][CH2:35][O:34][CH2:33][CH2:32]1.Cl.CN1CC2C=C(/C=C/C(O)=O)C=NC=2NC(=O)C1, predict the reaction product. The product is: [ClH:30].[CH3:1][N:2]([CH2:3][C:4]1[O:5][C:6]2[CH:13]=[CH:12][CH:11]=[CH:10][C:7]=2[C:8]=1[CH3:9])[C:53](=[O:54])/[CH:52]=[CH:51]/[C:48]1[CH:49]=[N:50][C:44]2[NH:43][C:42](=[O:56])[CH2:41][N:40]([CH2:39][CH2:38][CH2:37][N:31]3[CH2:32][CH2:33][O:34][CH2:35][CH2:36]3)[CH2:46][C:45]=2[CH:47]=1. (4) Given the reactants C(C1C=CC(OC)=CC=1C)#C.[Cl:12][C:13]1[C:14]([C:20]#[N:21])=[N:15][CH:16]=[C:17](Cl)[CH:18]=1.C(N(CC)CC)C.CN(C=O)C, predict the reaction product. The product is: [Cl:12][C:13]1[C:14]([C:20]#[N:21])=[N:15][CH:16]=[CH:17][CH:18]=1. (5) Given the reactants [C:1]([C:3]1[CH:4]=[CH:5][C:6]([C:9]([OH:11])=O)=[N:7][CH:8]=1)#[N:2].C(N(C(C)C)CC)(C)C.C1CN([P+](ON2N=NC3C=CC=CC2=3)(N2CCCC2)N2CCCC2)CC1.F[P-](F)(F)(F)(F)F.C(OC([N:61]([C:69]1[S:78][CH2:77][C@H:76]2[C@@:71]([C:79]3[S:80][CH:81]=[C:82]([NH2:84])[CH:83]=3)([CH2:72][O:73][CH2:74][CH2:75]2)[N:70]=1)C(OC(C)(C)C)=O)=O)(C)(C)C.C(=O)(O)[O-].[Na+], predict the reaction product. The product is: [NH2:61][C:69]1[S:78][CH2:77][C@H:76]2[C@@:71]([C:79]3[S:80][CH:81]=[C:82]([NH:84][C:9]([C:6]4[CH:5]=[CH:4][C:3]([C:1]#[N:2])=[CH:8][N:7]=4)=[O:11])[CH:83]=3)([CH2:72][O:73][CH2:74][CH2:75]2)[N:70]=1.